From a dataset of Full USPTO retrosynthesis dataset with 1.9M reactions from patents (1976-2016). Predict the reactants needed to synthesize the given product. (1) The reactants are: CCN(C(C)C)C(C)C.[NH2:10][CH2:11][CH:12]1[CH2:16][CH2:15][CH2:14][CH:13]1[NH:17][C:18](=[O:24])[O:19][C:20]([CH3:23])([CH3:22])[CH3:21].Cl[C:26](=[O:32])[C:27]([O:29][CH2:30][CH3:31])=[O:28]. Given the product [C:20]([O:19][C:18]([NH:17][CH:13]1[CH2:14][CH2:15][CH2:16][CH:12]1[CH2:11][NH:10][C:26](=[O:32])[C:27]([O:29][CH2:30][CH3:31])=[O:28])=[O:24])([CH3:21])([CH3:23])[CH3:22], predict the reactants needed to synthesize it. (2) Given the product [Cl:3][C:4]1[CH:9]=[CH:8][C:7]([C:10]2[CH:11]=[CH:12][C:13]([C:16]#[C:17][C:18]3[CH:19]=[CH:20][C:21]([O:27][CH2:28][CH2:29][N:30]4[CH2:31][CH2:32][CH:33]([CH3:36])[CH2:34][CH2:35]4)=[C:22]([CH:24]([OH:26])[CH3:25])[CH:23]=3)=[N:14][CH:15]=2)=[CH:6][CH:5]=1, predict the reactants needed to synthesize it. The reactants are: [BH4-].[Na+].[Cl:3][C:4]1[CH:9]=[CH:8][C:7]([C:10]2[CH:11]=[CH:12][C:13]([C:16]#[C:17][C:18]3[CH:19]=[CH:20][C:21]([O:27][CH2:28][CH2:29][N:30]4[CH2:35][CH2:34][CH:33]([CH3:36])[CH2:32][CH2:31]4)=[C:22]([C:24](=[O:26])[CH3:25])[CH:23]=3)=[N:14][CH:15]=2)=[CH:6][CH:5]=1.